Predict the reactants needed to synthesize the given product. From a dataset of Full USPTO retrosynthesis dataset with 1.9M reactions from patents (1976-2016). (1) Given the product [CH:5]1([N:10]2[CH2:19][CH2:18][C:17]3[C:12](=[CH:13][C:14]([OH:20])=[CH:15][CH:16]=3)[C:11]2=[O:22])[CH2:6][CH2:7][CH2:8][CH2:9]1, predict the reactants needed to synthesize it. The reactants are: B(Br)(Br)Br.[CH:5]1([N:10]2[CH2:19][CH2:18][C:17]3[C:12](=[CH:13][C:14]([O:20]C)=[CH:15][CH:16]=3)[C:11]2=[O:22])[CH2:9][CH2:8][CH2:7][CH2:6]1. (2) Given the product [Cl:16][C:17]1[CH:23]=[CH:22][C:21]([O:24][CH3:25])=[CH:20][C:18]=1[NH:19][C:2]1[C:3]([CH3:9])=[N:4][C:5]([F:8])=[CH:6][CH:7]=1, predict the reactants needed to synthesize it. The reactants are: Br[C:2]1[C:3]([CH3:9])=[N:4][C:5]([F:8])=[CH:6][CH:7]=1.C(=O)([O-])[O-].[Cs+].[Cs+].[Cl:16][C:17]1[CH:23]=[CH:22][C:21]([O:24][CH3:25])=[CH:20][C:18]=1[NH2:19].